From a dataset of NCI-60 drug combinations with 297,098 pairs across 59 cell lines. Regression. Given two drug SMILES strings and cell line genomic features, predict the synergy score measuring deviation from expected non-interaction effect. (1) Drug 1: CS(=O)(=O)CCNCC1=CC=C(O1)C2=CC3=C(C=C2)N=CN=C3NC4=CC(=C(C=C4)OCC5=CC(=CC=C5)F)Cl. Drug 2: C(CC(=O)O)C(=O)CN.Cl. Cell line: DU-145. Synergy scores: CSS=26.1, Synergy_ZIP=-7.12, Synergy_Bliss=-2.05, Synergy_Loewe=-2.90, Synergy_HSA=-0.661. (2) Drug 1: CCCCCOC(=O)NC1=NC(=O)N(C=C1F)C2C(C(C(O2)C)O)O. Drug 2: CS(=O)(=O)CCNCC1=CC=C(O1)C2=CC3=C(C=C2)N=CN=C3NC4=CC(=C(C=C4)OCC5=CC(=CC=C5)F)Cl. Cell line: HS 578T. Synergy scores: CSS=1.33, Synergy_ZIP=-0.489, Synergy_Bliss=-0.750, Synergy_Loewe=-2.06, Synergy_HSA=-1.41.